Dataset: Full USPTO retrosynthesis dataset with 1.9M reactions from patents (1976-2016). Task: Predict the reactants needed to synthesize the given product. The reactants are: [CH3:1][O:2][CH2:3][O:4][C:5]1[CH:6]=[CH:7][C:8]([Sn](C)(C)C)=[N:9][CH:10]=1.Cl[C:16]1[C:21]([C:22]([F:25])([F:24])[F:23])=[CH:20][CH:19]=[CH:18][N:17]=1. Given the product [CH3:1][O:2][CH2:3][O:4][C:5]1[CH:6]=[CH:7][C:8]([C:16]2[C:21]([C:22]([F:25])([F:24])[F:23])=[CH:20][CH:19]=[CH:18][N:17]=2)=[N:9][CH:10]=1, predict the reactants needed to synthesize it.